Dataset: CYP2C9 substrate classification data from Carbon-Mangels et al.. Task: Regression/Classification. Given a drug SMILES string, predict its absorption, distribution, metabolism, or excretion properties. Task type varies by dataset: regression for continuous measurements (e.g., permeability, clearance, half-life) or binary classification for categorical outcomes (e.g., BBB penetration, CYP inhibition). Dataset: cyp2c9_substrate_carbonmangels. The compound is C1CCN2C[C@H]3C[C@H](CN4CCCC[C@H]34)[C@@H]2C1. The result is 0 (non-substrate).